This data is from Forward reaction prediction with 1.9M reactions from USPTO patents (1976-2016). The task is: Predict the product of the given reaction. (1) Given the reactants [CH3:1][C@H:2]1[CH2:7][NH:6][CH:5]([C:8]([F:11])([F:10])[F:9])[CH2:4][NH:3]1.CC(N(C)C)=O.CCN(C(C)C)C(C)C.Br[CH2:28][C:29]1[CH:38]=[C:37]2[C:32]([C:33]([C:41]3[CH:46]=[CH:45][C:44]([F:47])=[CH:43][CH:42]=3)=[CH:34][C:35]([C:39]#[N:40])=[N:36]2)=[CH:31][CH:30]=1, predict the reaction product. The product is: [F:47][C:44]1[CH:45]=[CH:46][C:41]([C:33]2[C:32]3[C:37](=[CH:38][C:29]([CH2:28][N:3]4[CH2:4][CH:5]([C:8]([F:11])([F:9])[F:10])[NH:6][CH2:7][C@@H:2]4[CH3:1])=[CH:30][CH:31]=3)[N:36]=[C:35]([C:39]#[N:40])[CH:34]=2)=[CH:42][CH:43]=1. (2) The product is: [F:15][C:16]1[CH:21]=[C:20]([C:22]([OH:25])([CH3:24])[CH3:23])[CH:19]=[C:18]([F:26])[C:17]=1[C:27]1[S:31][C:30]([NH:32][C:2]2[CH:3]=[CH:4][C:5]3[N:6]([CH:8]=[C:9]([C:11]([OH:14])([CH3:13])[CH3:12])[N:10]=3)[N:7]=2)=[C:29]([C:33]([NH2:35])=[O:34])[CH:28]=1. Given the reactants Cl[C:2]1[CH:3]=[CH:4][C:5]2[N:6]([CH:8]=[C:9]([C:11]([OH:14])([CH3:13])[CH3:12])[N:10]=2)[N:7]=1.[F:15][C:16]1[CH:21]=[C:20]([C:22]([OH:25])([CH3:24])[CH3:23])[CH:19]=[C:18]([F:26])[C:17]=1[C:27]1[S:31][C:30]([NH2:32])=[C:29]([C:33]([NH2:35])=[O:34])[CH:28]=1, predict the reaction product. (3) Given the reactants [CH2:1]([O:3][C:4]1[CH:13]=[CH:12][C:11]2[C:6](=[C:7]([F:15])[C:8]([F:14])=[CH:9][CH:10]=2)[C:5]=1[F:16])[CH3:2].C([Li])CCC.CCCCCC.[CH2:28]([C@H:32]1[CH2:37][CH2:36][C@H:35]([C@H:38]2[CH2:43][CH2:42][C@H:41]([CH2:44][CH:45]=[O:46])[CH2:40][CH2:39]2)[CH2:34][CH2:33]1)[CH2:29][CH2:30][CH3:31].Cl, predict the reaction product. The product is: [CH2:1]([O:3][C:4]1[C:5]([F:16])=[C:6]2[C:11]([CH:10]=[C:9]([CH:45]([OH:46])[CH2:44][C@H:41]3[CH2:40][CH2:39][C@H:38]([C@H:35]4[CH2:36][CH2:37][C@H:32]([CH2:28][CH2:29][CH2:30][CH3:31])[CH2:33][CH2:34]4)[CH2:43][CH2:42]3)[C:8]([F:14])=[C:7]2[F:15])=[CH:12][CH:13]=1)[CH3:2]. (4) The product is: [CH2:1]([O:5][C:6]([N:8]1[CH2:13][CH2:12][N:11]([C:14](=[O:36])[C@@H:15]([NH2:25])[CH2:16][CH2:17][C:18]([O:20][C:21]([CH3:24])([CH3:23])[CH3:22])=[O:19])[CH2:10][CH2:9]1)=[O:7])[CH2:2][CH2:3][CH3:4]. Given the reactants [CH2:1]([O:5][C:6]([N:8]1[CH2:13][CH2:12][N:11]([C:14](=[O:36])[C@@H:15]([NH:25]C(OCC2C=CC=CC=2)=O)[CH2:16][CH2:17][C:18]([O:20][C:21]([CH3:24])([CH3:23])[CH3:22])=[O:19])[CH2:10][CH2:9]1)=[O:7])[CH2:2][CH2:3][CH3:4], predict the reaction product. (5) Given the reactants [I-].C[S+](C)(C)=O.[CH3:7]C(C)([O-])C.[K+].[C:13]([C:16]1[CH:25]=[CH:24][C:23]2[C:18](=[CH:19][CH:20]=[C:21]([C:26]([O:28][CH3:29])=[O:27])[CH:22]=2)[N:17]=1)([CH3:15])=[CH2:14], predict the reaction product. The product is: [CH3:29][O:28][C:26]([C:21]1[CH:22]=[C:23]2[C:18](=[CH:19][CH:20]=1)[N:17]=[C:16]([C:13]1([CH3:7])[CH2:15][CH2:14]1)[CH:25]=[CH:24]2)=[O:27].